This data is from Forward reaction prediction with 1.9M reactions from USPTO patents (1976-2016). The task is: Predict the product of the given reaction. (1) Given the reactants [OH:1][CH2:2][C:3]1[CH2:8][C:7](=[O:9])[C:6]([O:10][CH3:11])=[CH:5][N:4]=1.[H-].[Na+].I[CH:15]([CH3:17])[CH3:16], predict the reaction product. The product is: [OH:1][CH2:2][C:3]1[CH:8]=[C:7]([O:9][CH:15]([CH3:17])[CH3:16])[C:6]([O:10][CH3:11])=[CH:5][N:4]=1. (2) Given the reactants [C:1](Cl)(Cl)=[S:2].[C:5]1([CH2:11][CH2:12][NH2:13])[CH2:10][CH2:9][CH2:8][CH2:7][CH:6]=1.[OH-].[Na+], predict the reaction product. The product is: [N:13]([CH2:12][CH2:11][C:5]1[CH2:10][CH2:9][CH2:8][CH2:7][CH:6]=1)=[C:1]=[S:2]. (3) Given the reactants [I:1][C:2]1[N:3]=[C:4]([CH3:10])[N:5]([CH2:7][CH2:8][NH2:9])[CH:6]=1.[F:11][C:12]1[CH:13]=[C:14]([CH2:22][CH2:23][CH:24]=O)[CH:15]=[CH:16][C:17]=1[C:18]([F:21])([F:20])[F:19], predict the reaction product. The product is: [F:11][C:12]1[CH:13]=[C:14]([CH2:22][CH2:23][CH:24]2[NH:9][CH2:8][CH2:7][N:5]3[C:4]([CH3:10])=[N:3][C:2]([I:1])=[C:6]23)[CH:15]=[CH:16][C:17]=1[C:18]([F:19])([F:20])[F:21]. (4) Given the reactants C1CN([P+](Br)(N2CCCC2)N2CCCC2)CC1.F[P-](F)(F)(F)(F)F.[C:25]([O:29][C:30]([N:32]1[CH2:37][CH2:36][CH:35]([CH2:38][CH2:39][CH2:40][O:41][C:42]2[CH:47]=[CH:46][C:45]([C:48]([OH:50])=O)=[CH:44][C:43]=2[CH3:51])[CH2:34][CH2:33]1)=[O:31])([CH3:28])([CH3:27])[CH3:26].[CH3:52][N:53]1[C:62]2[NH:61][C:60]3[CH:63]=[CH:64][CH:65]=[CH:66][C:59]=3[NH:58][CH2:57][C:56]=2[CH:55]=[N:54]1.CCN(C(C)C)C(C)C, predict the reaction product. The product is: [C:25]([O:29][C:30]([N:32]1[CH2:33][CH2:34][CH:35]([CH2:38][CH2:39][CH2:40][O:41][C:42]2[CH:47]=[CH:46][C:45]([C:48]([N:58]3[CH2:57][C:56]4[CH:55]=[N:54][N:53]([CH3:52])[C:62]=4[NH:61][C:60]4[CH:63]=[CH:64][CH:65]=[CH:66][C:59]3=4)=[O:50])=[CH:44][C:43]=2[CH3:51])[CH2:36][CH2:37]1)=[O:31])([CH3:27])([CH3:26])[CH3:28]. (5) Given the reactants [Cl:1][C:2]1[C:7]([OH:8])=[CH:6][CH:5]=[CH:4][N:3]=1.[N+:9]([O-])([OH:11])=[O:10], predict the reaction product. The product is: [Cl:1][C:2]1[C:7]([OH:8])=[C:6]([N+:9]([O-:11])=[O:10])[CH:5]=[CH:4][N:3]=1. (6) Given the reactants [Br:1][C:2]1[CH:3]=[C:4]([OH:11])[CH:5]=[C:6]([N+:8]([O-:10])=[O:9])[CH:7]=1.C([O-])([O-])=O.[K+].[K+].Br[CH2:19][C:20]([O:22][CH3:23])=[O:21].C(OCC)(=O)C, predict the reaction product. The product is: [Br:1][C:2]1[CH:3]=[C:4]([CH:5]=[C:6]([N+:8]([O-:10])=[O:9])[CH:7]=1)[O:11][CH2:19][C:20]([O:22][CH3:23])=[O:21].